From a dataset of NCI-60 drug combinations with 297,098 pairs across 59 cell lines. Regression. Given two drug SMILES strings and cell line genomic features, predict the synergy score measuring deviation from expected non-interaction effect. Drug 1: CC1=CC=C(C=C1)C2=CC(=NN2C3=CC=C(C=C3)S(=O)(=O)N)C(F)(F)F. Drug 2: CC(C)(C#N)C1=CC(=CC(=C1)CN2C=NC=N2)C(C)(C)C#N. Cell line: SK-MEL-28. Synergy scores: CSS=1.18, Synergy_ZIP=-2.21, Synergy_Bliss=-6.39, Synergy_Loewe=-3.11, Synergy_HSA=-4.61.